Dataset: Reaction yield outcomes from USPTO patents with 853,638 reactions. Task: Predict the reaction yield, written as a fraction of the theoretical maximum amount of product (1.0 means a 100% yield; for example, 0.34 means a 34% yield). The reactants are O1CCCCC1[N:7]1[C:15]2[C:10](=[CH:11][C:12]([NH:16][C@H:17]3[CH2:22][CH2:21][CH2:20][N:19](C(OC(C)(C)C)=O)[CH2:18]3)=[CH:13][CH:14]=2)[CH:9]=[N:8]1.[ClH:30].O1CCOCC1. The catalyst is C(O)C. The product is [ClH:30].[ClH:30].[NH:19]1[CH2:20][CH2:21][CH2:22][C@H:17]([NH:16][C:12]2[CH:11]=[C:10]3[C:15](=[CH:14][CH:13]=2)[NH:7][N:8]=[CH:9]3)[CH2:18]1. The yield is 0.770.